This data is from Catalyst prediction with 721,799 reactions and 888 catalyst types from USPTO. The task is: Predict which catalyst facilitates the given reaction. (1) Reactant: Cl.[Br:2][C:3]1[N:8]=[CH:7][C:6]([CH2:9][C@H:10]2[C:15]([O:16][CH3:17])=N[C@H](C(C)C)C(OC)=[N:11]2)=[CH:5][CH:4]=1.C(N(CC)CC)C.[C:41]([O:40][C:38](O[C:38]([O:40][C:41]([CH3:44])([CH3:43])[CH3:42])=[O:39])=[O:39])([CH3:44])([CH3:43])[CH3:42].C1C[O:48]CC1. Product: [Br:2][C:3]1[N:8]=[CH:7][C:6]([CH2:9][C@@H:10]([C:15]([O:16][CH3:17])=[O:48])[NH:11][C:38]([O:40][C:41]([CH3:42])([CH3:43])[CH3:44])=[O:39])=[CH:5][CH:4]=1. The catalyst class is: 38. (2) Reactant: [F:1][C:2]([F:35])([F:34])[C:3]1[CH:4]=[C:5]([CH:27]=[C:28]([C:30]([F:33])([F:32])[F:31])[CH:29]=1)[CH2:6][N:7]([CH2:14][C:15]1[CH:22]=[C:21]([C:23]([F:26])([F:25])[F:24])[CH:20]=[CH:19][C:16]=1[CH:17]=[O:18])[C:8]1[N:9]=[N:10][N:11]([CH3:13])[N:12]=1.[CH:36]1([Mg]Br)[CH2:41][CH2:40][CH2:39][CH2:38][CH2:37]1. Product: [F:33][C:30]([F:31])([F:32])[C:28]1[CH:27]=[C:5]([CH:4]=[C:3]([C:2]([F:1])([F:34])[F:35])[CH:29]=1)[CH2:6][N:7]([CH2:14][C:15]1[CH:22]=[C:21]([C:23]([F:26])([F:25])[F:24])[CH:20]=[CH:19][C:16]=1[CH:17]([CH:36]1[CH2:41][CH2:40][CH2:39][CH2:38][CH2:37]1)[OH:18])[C:8]1[N:9]=[N:10][N:11]([CH3:13])[N:12]=1. The catalyst class is: 1. (3) Reactant: CC(C)([O-])C.[K+].[CH3:7][O:8][C:9](=[O:25])[C:10]([O:23][CH3:24])=[CH:11][C:12]1[CH:17]=[CH:16][C:15]([OH:18])=[C:14]([C:19]([F:22])([F:21])[F:20])[CH:13]=1.Br[CH2:27][CH2:28][CH2:29][O:30][C:31]1[CH:36]=[CH:35][C:34]([C:37]2[CH:42]=[CH:41][CH:40]=[CH:39][CH:38]=2)=[CH:33][CH:32]=1. Product: [CH3:7][O:8][C:9](=[O:25])[C:10]([O:23][CH3:24])=[CH:11][C:12]1[CH:17]=[CH:16][C:15]([O:18][CH2:27][CH2:28][CH2:29][O:30][C:31]2[CH:36]=[CH:35][C:34]([C:37]3[CH:42]=[CH:41][CH:40]=[CH:39][CH:38]=3)=[CH:33][CH:32]=2)=[C:14]([C:19]([F:21])([F:20])[F:22])[CH:13]=1. The catalyst class is: 9.